Dataset: Forward reaction prediction with 1.9M reactions from USPTO patents (1976-2016). Task: Predict the product of the given reaction. Given the reactants [CH2:1]([CH:8]1[CH2:13][CH2:12][NH:11][CH2:10][CH2:9]1)[C:2]1[CH:7]=[CH:6][CH:5]=[CH:4][CH:3]=1.C(N(C(C)C)CC)(C)C.[CH2:23]([O:25][C:26](=[O:29])[CH2:27]Br)[CH3:24], predict the reaction product. The product is: [CH2:1]([CH:8]1[CH2:13][CH2:12][N:11]([CH2:27][C:26]([O:25][CH2:23][CH3:24])=[O:29])[CH2:10][CH2:9]1)[C:2]1[CH:7]=[CH:6][CH:5]=[CH:4][CH:3]=1.